Dataset: Forward reaction prediction with 1.9M reactions from USPTO patents (1976-2016). Task: Predict the product of the given reaction. (1) Given the reactants Br[C:2]1[CH:11]=[C:10]2[C:5]([CH:6]=[CH:7][C:8]([C@H:12]([NH:14][C:15]([C@@H:17]3[CH2:22][CH2:21][CH2:20][N:19]([C:23](=[O:34])[C@@H:24]([NH:26][C:27](=[O:33])[C@@H:28]([OH:32])[CH:29]([CH3:31])[CH3:30])[CH3:25])[NH:18]3)=[O:16])[CH3:13])=[N:9]2)=[CH:4][CH:3]=1.[C:35]([O:39][C:40]([N:42]1[CH2:47][CH2:46][O:45][C:44]([CH:51]=[CH2:52])([C:48]([OH:50])=[O:49])[CH2:43]1)=[O:41])([CH3:38])([CH3:37])[CH3:36].C1(C)C=CC=CC=1P(C1C=CC=CC=1C)C1C=CC=CC=1C.C(N(CC)CC)C, predict the reaction product. The product is: [C:35]([O:39][C:40]([N:42]1[CH2:47][CH2:46][O:45][C:44](/[CH:51]=[CH:52]/[C:2]2[CH:11]=[C:10]3[C:5]([CH:6]=[CH:7][C:8]([C@H:12]([NH:14][C:15]([C@@H:17]4[CH2:22][CH2:21][CH2:20][N:19]([C:23](=[O:34])[C@@H:24]([NH:26][C:27](=[O:33])[C@@H:28]([OH:32])[CH:29]([CH3:30])[CH3:31])[CH3:25])[NH:18]4)=[O:16])[CH3:13])=[N:9]3)=[CH:4][CH:3]=2)([C:48]([OH:50])=[O:49])[CH2:43]1)=[O:41])([CH3:38])([CH3:37])[CH3:36]. (2) Given the reactants [F:1][C:2]1[CH:7]=[CH:6][C:5]([CH2:8][NH2:9])=[CH:4][CH:3]=1.[Cl:10][C:11]1[CH:16]=[CH:15][C:14]([C:17]2[CH:22]=[CH:21][CH:20]=[C:19]([CH:23]=O)[CH:18]=2)=[CH:13][CH:12]=1.C(O)(=O)C.C(O[BH-](OC(=O)C)OC(=O)C)(=O)C.[Na+], predict the reaction product. The product is: [Cl:10][C:11]1[CH:12]=[CH:13][C:14]([C:17]2[CH:22]=[CH:21][CH:20]=[C:19]([CH2:23][NH:9][CH2:8][C:5]3[CH:6]=[CH:7][C:2]([F:1])=[CH:3][CH:4]=3)[CH:18]=2)=[CH:15][CH:16]=1. (3) Given the reactants [F:1][C:2]1[CH:3]=[CH:4][C:5]([O:46]C)=[C:6]([C:8]([CH3:45])([CH3:44])[CH2:9][C@:10]([OH:43])([C:39]([F:42])([F:41])[F:40])[CH2:11][NH:12][C:13]2[CH:21]=[C:20]([CH3:22])[CH:19]=[C:18]3[C:14]=2[CH:15]=[N:16][N:17]3[C:23]2[CH:24]=[C:25]([C:29]([N:31]3[CH2:38][CH2:37][CH2:36][C@@H:32]3[C:33]([NH2:35])=[O:34])=[O:30])[CH:26]=[CH:27][CH:28]=2)[CH:7]=1.C(=O)=O.CC(C)=O.B(Br)(Br)Br, predict the reaction product. The product is: [F:1][C:2]1[CH:3]=[CH:4][C:5]([OH:46])=[C:6]([C:8]([CH3:44])([CH3:45])[CH2:9][C@:10]([OH:43])([C:39]([F:40])([F:42])[F:41])[CH2:11][NH:12][C:13]2[CH:21]=[C:20]([CH3:22])[CH:19]=[C:18]3[C:14]=2[CH:15]=[N:16][N:17]3[C:23]2[CH:24]=[C:25]([C:29]([N:31]3[CH2:38][CH2:37][CH2:36][C@@H:32]3[C:33]([NH2:35])=[O:34])=[O:30])[CH:26]=[CH:27][CH:28]=2)[CH:7]=1.